Dataset: Forward reaction prediction with 1.9M reactions from USPTO patents (1976-2016). Task: Predict the product of the given reaction. Given the reactants O=C[C@@H]([C@H]([C@@H]([C@@H](CO)O)O)O)O.C1N=C(N)C2N=CN([C@@H]3O[C@H](COP(OP(OC[C@H]4O[C@@H](N5C=C(C(N)=O)CC=C5)[C@H](O)[C@@H]4O)(O)=O)(O)=O)[C@@H](O)[C@H]3O)C=2N=1.[CH2:57]([N:64]1[CH2:68][CH2:67][C:66](=[O:69])[CH2:65]1)[C:58]1[CH:63]=[CH:62][CH:61]=[CH:60][CH:59]=1.Cl.[OH-].[Na+], predict the reaction product. The product is: [CH2:57]([N:64]1[CH2:68][CH2:67][CH:66]([OH:69])[CH2:65]1)[C:58]1[CH:59]=[CH:60][CH:61]=[CH:62][CH:63]=1.